From a dataset of Tyrosyl-DNA phosphodiesterase HTS with 341,365 compounds. Binary Classification. Given a drug SMILES string, predict its activity (active/inactive) in a high-throughput screening assay against a specified biological target. (1) The compound is Clc1cn2c(CN(C)C)c(nc2cc1)c1ccc(Cl)cc1. The result is 0 (inactive). (2) The molecule is S(=O)(=O)(N1CCOCC1)c1ncn(c1)CC(=O)Nc1ccc(NC(=O)C)cc1. The result is 0 (inactive).